Dataset: Full USPTO retrosynthesis dataset with 1.9M reactions from patents (1976-2016). Task: Predict the reactants needed to synthesize the given product. (1) Given the product [Cl:1][C:2]1[CH:7]=[C:6]([CH2:8][NH:9][C:10]([NH2:26])=[N:11][C:12](=[O:25])[CH2:13][C:14]2[C:22]3[C:17](=[CH:18][C:19]([F:32])=[CH:20][CH:21]=3)[NH:16][CH:15]=2)[CH:5]=[C:4]([Cl:27])[C:3]=1[NH:28][C:29](=[O:31])[CH3:30], predict the reactants needed to synthesize it. The reactants are: [Cl:1][C:2]1[CH:7]=[C:6]([CH2:8][NH:9][C:10]([NH2:26])=[N:11][C:12](=[O:25])[CH2:13][C:14]2[C:22]3[C:17](=[CH:18][CH:19]=[C:20](OC)[CH:21]=3)[NH:16][CH:15]=2)[CH:5]=[C:4]([Cl:27])[C:3]=1[NH:28][C:29](=[O:31])[CH3:30].[F:32]C1C=C2C(C(CC(O)=O)=CN2)=CC=1.COC1C=C2C(=CC=1)NC=C2CC(N(C(SC)=N)C(=O)OC(C)(C)C)=O.C(NC1C(Cl)=CC(CN)=CC=1Cl)(=O)C. (2) Given the product [Cl:16][C:17]1[CH:18]=[C:19]2[C:23](=[CH:24][CH:25]=1)[NH:22][C:21](=[O:26])[C:20]2([C:4]1[C:3]([O:2][CH3:1])=[CH:8][CH:7]=[CH:6][C:5]=1[O:9][CH3:10])[OH:27], predict the reactants needed to synthesize it. The reactants are: [CH3:1][O:2][C:3]1[CH:8]=[CH:7][CH:6]=[C:5]([O:9][CH3:10])[CH:4]=1.C([Li])CCC.[Cl:16][C:17]1[CH:18]=[C:19]2[C:23](=[CH:24][CH:25]=1)[NH:22][C:21](=[O:26])[C:20]2=[O:27].[NH4+].[Cl-].